From a dataset of HIV replication inhibition screening data with 41,000+ compounds from the AIDS Antiviral Screen. Binary Classification. Given a drug SMILES string, predict its activity (active/inactive) in a high-throughput screening assay against a specified biological target. (1) The drug is Oc1cc(Cl)cc2cc(Br)cnc12. The result is 0 (inactive). (2) The result is 0 (inactive). The drug is COS(=O)(O)=[OH+].C[n+]1c2ccccc2cc2c(CNC(CCCNC(=N)N)C(=O)O)cccc21. (3) The compound is O=c1[nH]c2cc(Cl)ccc2n1C1CCN(CCCC(c2ccc(F)cc2)c2ccc(F)cc2)CC1. The result is 0 (inactive). (4) The drug is CCOC(=O)C(C#N)=Cc1ccc(Cl)cc1. The result is 0 (inactive). (5) The result is 0 (inactive). The drug is Cn1c(=O)c2nc3c(=O)n(C)c(=O)n(CC(N)=O)c3nc2n(C)c1=O. (6) The result is 1 (active). The drug is Nc1ccc(C=Cc2ccc(NCc3c(O)cc(O)cc3C(=O)O)cc2S(=O)(=O)O)c(S(=O)(=O)O)c1.[NaH].